Dataset: Forward reaction prediction with 1.9M reactions from USPTO patents (1976-2016). Task: Predict the product of the given reaction. (1) Given the reactants [CH:1]([NH:4][C:5]([C:7]1[C:15]2[C:10](=[N:11][CH:12]=[C:13]([O:16][C:17]3[CH:22]=[CH:21][CH:20]=[C:19]([CH3:23])[N:18]=3)[N:14]=2)[N:9](COCC[Si](C)(C)C)[CH:8]=1)=[O:6])([CH3:3])[CH3:2].[F-].C([N+](CCCC)(CCCC)CCCC)CCC.C(N)CN, predict the reaction product. The product is: [CH:1]([NH:4][C:5]([C:7]1[C:15]2[C:10](=[N:11][CH:12]=[C:13]([O:16][C:17]3[CH:22]=[CH:21][CH:20]=[C:19]([CH3:23])[N:18]=3)[N:14]=2)[NH:9][CH:8]=1)=[O:6])([CH3:3])[CH3:2]. (2) Given the reactants Cl.[NH2:2][C@H:3]([C:10]([O:12][CH3:13])=[O:11])[CH2:4][CH2:5][C:6]([O:8]C)=O.[OH-].[Na+].[C:16](O)(=O)[CH3:17].C(=O)C.[BH4-].[Na+], predict the reaction product. The product is: [CH2:16]([N:2]1[C:6](=[O:8])[CH2:5][CH2:4][C@H:3]1[C:10]([O:12][CH3:13])=[O:11])[CH3:17].